From a dataset of Experimentally validated miRNA-target interactions with 360,000+ pairs, plus equal number of negative samples. Binary Classification. Given a miRNA mature sequence and a target amino acid sequence, predict their likelihood of interaction. (1) The miRNA is mmu-miR-504-5p with sequence AGACCCUGGUCUGCACUCUAUC. The protein sequence of the target gene is MKWMFKEDHSLEHRCVESAKIRAKYPDRVPVIVEKVSGSQIVDIDKRKYLVPSDITVAQFMWIIRKRIQLPSEKAIFLFVDKTVPQSSLTMGQLYEKEKDEDGFLYVAYSGENTFGF. Result: 0 (no interaction). (2) The miRNA is hsa-miR-129-2-3p with sequence AAGCCCUUACCCCAAAAAGCAU. The protein sequence of the target gene is MASSGVTVSAAGSASEASEVPDNVGDWLRGVFRFATDRNDFRRNLILNLGLFAAGVWLARNLSDIDLMAPQPGV. Result: 0 (no interaction).